Dataset: Forward reaction prediction with 1.9M reactions from USPTO patents (1976-2016). Task: Predict the product of the given reaction. (1) Given the reactants [H-].[Na+].[Cl:3][C:4]1[CH:11]=[CH:10][C:7]([C:8]#[N:9])=[C:6]([C:12]2[C:17]([O:18][CH3:19])=[CH:16][NH:15][C:14](=[O:20])[CH:13]=2)[CH:5]=1.[CH3:21][C:22]([CH3:44])([CH3:43])[CH2:23][CH:24](OS(C(F)(F)F)(=O)=O)[C:25]([O:27][CH2:28][C:29]1[CH:34]=[CH:33][CH:32]=[CH:31][CH:30]=1)=[O:26], predict the reaction product. The product is: [Cl:3][C:4]1[CH:11]=[CH:10][C:7]([C:8]#[N:9])=[C:6]([C:12]2[C:17]([O:18][CH3:19])=[CH:16][N:15]([CH:24]([CH2:23][C:22]([CH3:44])([CH3:43])[CH3:21])[C:25]([O:27][CH2:28][C:29]3[CH:34]=[CH:33][CH:32]=[CH:31][CH:30]=3)=[O:26])[C:14](=[O:20])[CH:13]=2)[CH:5]=1. (2) Given the reactants C1C=CC2N(O)N=[N:7]C=2C=1.CCN=C=NCCCN(C)C.Cl.Cl.CCN(C(C)C)C(C)C.[CH3:33][C:34]1[C:35]([CH2:47][CH2:48][C:49]2[CH:54]=[CH:53][CH:52]=[CH:51][C:50]=2[CH2:55][C:56]([OH:58])=O)=[N:36][C:37]([NH:40][C:41]2[CH:42]=[N:43][N:44]([CH3:46])[CH:45]=2)=[N:38][CH:39]=1.C(=O)([O-])[O-].[NH4+].[NH4+], predict the reaction product. The product is: [CH3:33][C:34]1[C:35]([CH2:47][CH2:48][C:49]2[CH:54]=[CH:53][CH:52]=[CH:51][C:50]=2[CH2:55][C:56]([NH2:7])=[O:58])=[N:36][C:37]([NH:40][C:41]2[CH:42]=[N:43][N:44]([CH3:46])[CH:45]=2)=[N:38][CH:39]=1. (3) Given the reactants [C:1]([OH:20])(=O)[CH2:2][CH2:3][CH2:4][CH2:5][CH2:6][CH2:7][CH2:8]/[CH:9]=[CH:10]\[CH2:11][CH2:12][CH2:13][CH2:14][CH2:15][CH2:16][CH2:17][CH3:18].[NH2:21][C@H:22]([C:24]([OH:26])=[O:25])[CH3:23], predict the reaction product. The product is: [C:1]([NH:21][C@H:22]([C:24]([OH:26])=[O:25])[CH3:23])(=[O:20])[CH2:2][CH2:3][CH2:4][CH2:5][CH2:6][CH2:7][CH2:8]/[CH:9]=[CH:10]\[CH2:11][CH2:12][CH2:13][CH2:14][CH2:15][CH2:16][CH2:17][CH3:18]. (4) The product is: [C:1]([O:4][CH2:5][C:6]([CH3:36])([CH3:35])[CH2:7][N:8]1[C:14]2[CH:15]=[CH:16][C:17]([Cl:19])=[CH:18][C:13]=2[C@H:12]([C:20]2[CH:25]=[CH:24][CH:23]=[C:22]([O:26][CH3:27])[C:21]=2[O:28][CH3:29])[O:11][C@@H:10]([CH2:30][C:31]([NH:46][C:47]2[CH:48]=[C:49]([CH2:54][CH2:55][C:56]([O:58][CH2:59][CH3:60])=[O:57])[CH:50]=[CH:51][C:52]=2[F:53])=[O:33])[C:9]1=[O:34])(=[O:3])[CH3:2]. Given the reactants [C:1]([O:4][CH2:5][C:6]([CH3:36])([CH3:35])[CH2:7][N:8]1[C:14]2[CH:15]=[CH:16][C:17]([Cl:19])=[CH:18][C:13]=2[C@H:12]([C:20]2[CH:25]=[CH:24][CH:23]=[C:22]([O:26][CH3:27])[C:21]=2[O:28][CH3:29])[O:11][C@@H:10]([CH2:30][C:31]([OH:33])=O)[C:9]1=[O:34])(=[O:3])[CH3:2].CN(C)C=O.S(Cl)(Cl)=O.[NH2:46][C:47]1[CH:48]=[C:49]([CH2:54][CH2:55][C:56]([O:58][CH2:59][CH3:60])=[O:57])[CH:50]=[CH:51][C:52]=1[F:53], predict the reaction product. (5) The product is: [CH3:1][O:2][C:3](=[O:29])[CH2:4][C:5]1[CH:6]=[C:7]([C:12]2[CH:17]=[CH:16][C:15]([C:18]([F:19])([F:20])[F:21])=[CH:14][C:13]=2[CH2:22][N:23]([C:30](=[O:32])[CH3:31])[CH2:24][C:25]([F:28])([F:26])[F:27])[C:8]([F:11])=[CH:9][CH:10]=1. Given the reactants [CH3:1][O:2][C:3](=[O:29])[CH2:4][C:5]1[CH:6]=[C:7]([C:12]2[CH:17]=[CH:16][C:15]([C:18]([F:21])([F:20])[F:19])=[CH:14][C:13]=2[CH2:22][NH:23][CH2:24][C:25]([F:28])([F:27])[F:26])[C:8]([F:11])=[CH:9][CH:10]=1.[C:30](Cl)(=[O:32])[CH3:31], predict the reaction product. (6) Given the reactants Cl.[F:2][C:3]1[CH:4]=[C:5]([C:11]2[CH2:12][CH2:13][NH:14][CH2:15][CH:16]=2)[CH:6]=[CH:7][C:8]=1[O:9][CH3:10].C(N(CC)CC)C.[CH3:24][S:25](Cl)(=[O:27])=[O:26], predict the reaction product. The product is: [F:2][C:3]1[CH:4]=[C:5]([C:11]2[CH2:16][CH2:15][N:14]([S:25]([CH3:24])(=[O:27])=[O:26])[CH2:13][CH:12]=2)[CH:6]=[CH:7][C:8]=1[O:9][CH3:10].